This data is from Full USPTO retrosynthesis dataset with 1.9M reactions from patents (1976-2016). The task is: Predict the reactants needed to synthesize the given product. Given the product [Cl:8][C:9]1[CH:14]=[CH:13][C:12]([CH2:15][C:16]([OH:18])=[O:17])=[C:11]([CH2:20][N:21]2[CH2:26][CH2:25][N:24]([C:37](=[O:38])[CH2:36][C:33]3[CH:34]=[CH:35][C:30]([F:29])=[CH:31][CH:32]=3)[C@@H:23]([CH2:27][CH3:28])[CH2:22]2)[CH:10]=1, predict the reactants needed to synthesize it. The reactants are: FC(F)(F)C(O)=O.[Cl:8][C:9]1[CH:14]=[CH:13][C:12]([CH2:15][C:16]([O:18]C)=[O:17])=[C:11]([CH2:20][N:21]2[CH2:26][CH2:25][NH:24][C@@H:23]([CH2:27][CH3:28])[CH2:22]2)[CH:10]=1.[F:29][C:30]1[CH:35]=[CH:34][C:33]([CH2:36][C:37](Cl)=[O:38])=[CH:32][CH:31]=1.